This data is from Reaction yield outcomes from USPTO patents with 853,638 reactions. The task is: Predict the reaction yield, written as a fraction of the theoretical maximum amount of product (1.0 means a 100% yield; for example, 0.34 means a 34% yield). (1) The reactants are CN(C)CCO.[Li]CCCC.[Cl:12][C:13]1[CH:18]=[CH:17][N:16]=[CH:15][C:14]=1[CH:19]1[CH2:21][CH2:20]1.[C:22](=[O:24])=[O:23].Cl. The catalyst is CCCCCC.C1(C)C=CC=CC=1.C(OCC)C. The product is [Cl:12][C:13]1[C:14]([CH:19]2[CH2:21][CH2:20]2)=[CH:15][N:16]=[C:17]([C:22]([OH:24])=[O:23])[CH:18]=1. The yield is 0.530. (2) The product is [CH3:26][CH:27]([CH3:31])[CH2:28][N:29]1[C:5]([C:7]2[C:12](=[O:13])[CH:11]=[CH:10][N:9]([C:14]3[CH:19]=[CH:18][CH:17]=[C:16]([C:20]([F:23])([F:22])[F:21])[CH:15]=3)[N:8]=2)=[CH:4][CH:3]=[N:2]1. The reactants are C[N:2](C)[CH:3]=[CH:4][C:5]([C:7]1[C:12](=[O:13])[CH:11]=[CH:10][N:9]([C:14]2[CH:19]=[CH:18][CH:17]=[C:16]([C:20]([F:23])([F:22])[F:21])[CH:15]=2)[N:8]=1)=O.Cl.[CH3:26][CH:27]([CH3:31])[CH2:28][NH:29]N.CCN(CC)CC. The yield is 0.540. The catalyst is C(O)C.Cl. (3) The reactants are [NH2:1][C:2]1[CH:7]=[CH:6][C:5]([C:8](=[O:26])[CH2:9][N:10]2[C:14](=[O:15])[C:13]([C:19]3[CH:24]=[CH:23][CH:22]=[CH:21][CH:20]=3)([CH2:16][CH2:17][CH3:18])[N:12]=[C:11]2[CH3:25])=[C:4]([F:27])[CH:3]=1.[N:28]([C:31]1[C:32]([CH3:37])=[N:33][O:34][C:35]=1[CH3:36])=[C:29]=[O:30]. The catalyst is ClCCl. The product is [CH3:37][C:32]1[C:31]([NH:28][C:29]([NH:1][C:2]2[CH:7]=[CH:6][C:5]([C:8](=[O:26])[CH2:9][N:10]3[C:14](=[O:15])[C:13]([C:19]4[CH:24]=[CH:23][CH:22]=[CH:21][CH:20]=4)([CH2:16][CH2:17][CH3:18])[N:12]=[C:11]3[CH3:25])=[C:4]([F:27])[CH:3]=2)=[O:30])=[C:35]([CH3:36])[O:34][N:33]=1. The yield is 0.350. (4) The reactants are [OH:1][CH2:2][CH2:3][N:4]([CH3:12])[C:5](=[O:11])[O:6][C:7]([CH3:10])([CH3:9])[CH3:8].CC(OI1(OC(C)=O)(OC(C)=O)OC(=O)C2C=CC=CC1=2)=O.C([O-])(O)=O.[Na+].[O-]S([O-])(=S)=O.[Na+].[Na+]. The yield is 0.980. The product is [CH3:12][N:4]([CH2:3][CH:2]=[O:1])[C:5](=[O:11])[O:6][C:7]([CH3:10])([CH3:8])[CH3:9]. The catalyst is C(Cl)Cl. (5) The reactants are [C:1]([O:5][C:6]([N:8]1[CH2:13][CH2:12][CH:11]([C:14]2[CH:19]=[CH:18][C:17]([NH2:20])=[C:16]([C:21]3[CH2:22][CH2:23][S:24][CH2:25][CH:26]=3)[CH:15]=2)[CH2:10][CH2:9]1)=[O:7])([CH3:4])([CH3:3])[CH3:2].[K+].[C:28]([C:30]1[N:31]=[C:32]([C:43]([O-])=[O:44])[N:33]([CH2:35][O:36][CH2:37][CH2:38][Si:39]([CH3:42])([CH3:41])[CH3:40])[CH:34]=1)#[N:29].C1CN([P+](Br)(N2CCCC2)N2CCCC2)CC1.F[P-](F)(F)(F)(F)F.CCN(C(C)C)C(C)C. The catalyst is CN(C=O)C.CCOC(C)=O. The product is [C:1]([O:5][C:6]([N:8]1[CH2:9][CH2:10][CH:11]([C:14]2[CH:19]=[CH:18][C:17]([NH:20][C:43]([C:32]3[N:33]([CH2:35][O:36][CH2:37][CH2:38][Si:39]([CH3:42])([CH3:41])[CH3:40])[CH:34]=[C:30]([C:28]#[N:29])[N:31]=3)=[O:44])=[C:16]([C:21]3[CH2:26][CH2:25][S:24][CH2:23][CH:22]=3)[CH:15]=2)[CH2:12][CH2:13]1)=[O:7])([CH3:4])([CH3:2])[CH3:3]. The yield is 0.850. (6) The reactants are Cl[C:2]1[C:7]([N+:8]([O-:10])=[O:9])=[CH:6][CH:5]=[C:4]([Cl:11])[N:3]=1.C(N(CC)CC)C.[NH:19]1[CH2:24][CH2:23][O:22][CH2:21][CH2:20]1. The catalyst is C(Cl)Cl. The product is [Cl:11][C:4]1[N:3]=[C:2]([N:19]2[CH2:24][CH2:23][O:22][CH2:21][CH2:20]2)[C:7]([N+:8]([O-:10])=[O:9])=[CH:6][CH:5]=1. The yield is 0.470. (7) The reactants are [CH3:1][O:2][C:3]1[CH:4]=[C:5]([CH2:13]O)[CH:6]=[C:7]([C:9]([F:12])([F:11])[F:10])[CH:8]=1.C1(P(C2C=CC=CC=2)C2C=CC=CC=2)C=CC=CC=1.C1C(=O)N([Br:41])C(=O)C1.O. The catalyst is ClCCl. The product is [Br:41][CH2:13][C:5]1[CH:6]=[C:7]([C:9]([F:12])([F:11])[F:10])[CH:8]=[C:3]([O:2][CH3:1])[CH:4]=1. The yield is 0.910.